Dataset: Reaction yield outcomes from USPTO patents with 853,638 reactions. Task: Predict the reaction yield, written as a fraction of the theoretical maximum amount of product (1.0 means a 100% yield; for example, 0.34 means a 34% yield). (1) The reactants are [Cl:1][C:2]1[CH:8]=[CH:7][C:5]([NH2:6])=[CH:4][C:3]=1[N+:9]([O-:11])=[O:10].[CH3:12][S:13](Cl)(=[O:15])=[O:14].N1C=CC=CC=1. The catalyst is C1COCC1.Cl. The product is [Cl:1][C:2]1[CH:8]=[CH:7][C:5]([NH:6][S:13]([CH3:12])(=[O:15])=[O:14])=[CH:4][C:3]=1[N+:9]([O-:11])=[O:10]. The yield is 0.920. (2) The reactants are [C:1]12([N:11]=[C:12]=[O:13])[CH2:10][CH:5]3[CH2:6][CH:7]([CH2:9][CH:3]([CH2:4]3)[CH2:2]1)[CH2:8]2.[CH3:14][NH:15][C:16]([C:18]1[CH:23]=[C:22]([O:24][C:25]2[CH:30]=[CH:29][C:28]([NH2:31])=[CH:27][CH:26]=2)[CH:21]=[CH:20][N:19]=1)=[O:17].ClC1C=CC(NC(=O)N[C@H]2CC[C@H](OC3C=CC(C(O)=O)=CC=3)CC2)=CC=1C(F)(F)F. No catalyst specified. The product is [CH3:14][NH:15][C:16]([C:18]1[CH:23]=[C:22]([O:24][C:25]2[CH:30]=[CH:29][C:28]([NH:31][C:12]([NH:11][C:1]34[CH2:10][CH:5]5[CH2:6][CH:7]([CH2:9][CH:3]([CH2:4]5)[CH2:2]3)[CH2:8]4)=[O:13])=[CH:27][CH:26]=2)[CH:21]=[CH:20][N:19]=1)=[O:17]. The yield is 0.600. (3) The reactants are Cl[C:2]1[C:7]([Cl:8])=[CH:6][N:5]=[C:4]([NH2:9])[C:3]=1[F:10].C(O)(=O)C.[O:15]1[C:19]2([CH2:24][CH2:23][NH:22][CH2:21][CH2:20]2)[CH2:18][NH:17][C:16]1=[O:25].C(N(CC)CC)C. The catalyst is CN1C(=O)CCC1. The product is [NH2:9][C:4]1[C:3]([F:10])=[C:2]([N:22]2[CH2:21][CH2:20][C:19]3([O:15][C:16](=[O:25])[NH:17][CH2:18]3)[CH2:24][CH2:23]2)[C:7]([Cl:8])=[CH:6][N:5]=1. The yield is 0.360. (4) The reactants are [CH3:1][O:2][C:3]1[CH:4]=[CH:5][C:6]2[CH:15]=[C:14]3[C:9]([C:10](=O)[C:11]([C:16]#[N:17])=[CH:12][NH:13]3)=[CH:8][C:7]=2[CH:19]=1.P(Cl)(Cl)([Cl:22])=O. The catalyst is CN(C)C=O. The product is [Cl:22][C:10]1[C:9]2[C:14](=[CH:15][C:6]3[CH:5]=[CH:4][C:3]([O:2][CH3:1])=[CH:19][C:7]=3[CH:8]=2)[N:13]=[CH:12][C:11]=1[C:16]#[N:17]. The yield is 0.647. (5) The yield is 1.00. The catalyst is C1C=CC=CC=1.C(=O)(O)[O-].[Na+]. The reactants are [CH2:1]([C:8]12[CH:17]([OH:18])[CH2:16][CH2:15][CH2:14][CH:13]1[CH:12]([CH3:19])[C:11](=[O:20])[CH2:10][CH2:9]2)[C:2]1[CH:7]=[CH:6][CH:5]=[CH:4][CH:3]=1.[CH2:21](O)[CH2:22][OH:23].C1(C)C=CC(S(O)(=O)=O)=CC=1.O. The product is [CH2:1]([C:8]12[CH:17]([OH:18])[CH2:16][CH2:15][CH2:14][CH:13]1[CH:12]([CH3:19])[C:11]1([O:23][CH2:22][CH2:21][O:20]1)[CH2:10][CH2:9]2)[C:2]1[CH:3]=[CH:4][CH:5]=[CH:6][CH:7]=1. (6) The reactants are [F:1][C:2]([F:20])([F:19])[C:3]1[CH:8]=[CH:7][CH:6]=[CH:5][C:4]=1[C:9]1[CH:14]=[CH:13][N:12]2[CH:15]=[N:16][C:17]([NH2:18])=[C:11]2[N:10]=1.[N:21]1[CH:26]=[CH:25][CH:24]=[CH:23][C:22]=1[C:27](O)=[O:28].CN(C(ON1N=NC2C=CC=NC1=2)=[N+](C)C)C.F[P-](F)(F)(F)(F)F.CCN(C(C)C)C(C)C. The catalyst is CN(C=O)C.O. The product is [F:20][C:2]([F:1])([F:19])[C:3]1[CH:8]=[CH:7][CH:6]=[CH:5][C:4]=1[C:9]1[CH:14]=[CH:13][N:12]2[CH:15]=[N:16][C:17]([NH:18][C:27](=[O:28])[C:22]3[CH:23]=[CH:24][CH:25]=[CH:26][N:21]=3)=[C:11]2[N:10]=1. The yield is 0.550.